From a dataset of Forward reaction prediction with 1.9M reactions from USPTO patents (1976-2016). Predict the product of the given reaction. (1) Given the reactants [C-:1]#[N:2].[K+].[Cl-].[NH4+:5].[C:6]1([CH2:12][CH:13]=O)[CH:11]=[CH:10][CH:9]=[CH:8][CH:7]=1.ClCCl, predict the reaction product. The product is: [C:6]1([CH2:12][CH:13]([NH2:5])[C:1]#[N:2])[CH:11]=[CH:10][CH:9]=[CH:8][CH:7]=1. (2) Given the reactants Br[C:2]1[N:7]=[C:6]([C:8]2[CH2:13][CH2:12][C:11]([CH3:15])([CH3:14])[CH2:10][CH:9]=2)[C:5]([NH:16][C:17]([C:19]2[N:20]([CH2:26][O:27][CH2:28][CH2:29][Si:30]([CH3:33])([CH3:32])[CH3:31])[CH:21]=[C:22]([C:24]#[N:25])[N:23]=2)=[O:18])=[CH:4][CH:3]=1.C([Sn](CCCC)(CCCC)[C:39]([O:41][CH2:42][CH3:43])=[CH2:40])CCC.CN(C=O)C, predict the reaction product. The product is: [CH3:14][C:11]1([CH3:15])[CH2:12][CH2:13][C:8]([C:6]2[C:5]([NH:16][C:17]([C:19]3[N:20]([CH2:26][O:27][CH2:28][CH2:29][Si:30]([CH3:33])([CH3:32])[CH3:31])[CH:21]=[C:22]([C:24]#[N:25])[N:23]=3)=[O:18])=[CH:4][CH:3]=[C:2]([C:39]([O:41][CH2:42][CH3:43])=[CH2:40])[N:7]=2)=[CH:9][CH2:10]1.